Dataset: Catalyst prediction with 721,799 reactions and 888 catalyst types from USPTO. Task: Predict which catalyst facilitates the given reaction. (1) Reactant: [C:1]([C:5]1[CH:6]=[CH:7][C:8]2[O:12][C:11]([C:13]3[CH:18]=[CH:17][N:16]=[CH:15][C:14]=3[OH:19])=[N:10][C:9]=2[CH:20]=1)([CH3:4])([CH3:3])[CH3:2].C(=O)([O-])[O-].[K+].[K+].CN(C=O)C.[CH:32](I)([CH3:34])[CH3:33]. Product: [C:1]([C:5]1[CH:6]=[CH:7][C:8]2[O:12][C:11]([C:13]3[CH:18]=[CH:17][N:16]=[CH:15][C:14]=3[O:19][CH:32]([CH3:34])[CH3:33])=[N:10][C:9]=2[CH:20]=1)([CH3:4])([CH3:2])[CH3:3]. The catalyst class is: 6. (2) Reactant: [F:1][C:2]([F:23])([F:22])[CH2:3][N:4]1[C:9](=[O:10])[C:8](Cl)=[C:7]([C:12]2[CH:17]=[CH:16][C:15]([S:18]([CH3:21])(=[O:20])=[O:19])=[CH:14][CH:13]=2)[CH:6]=[N:5]1.[CH2:24]([OH:29])[C:25]([CH3:28])([CH3:27])[CH3:26].[H-].[Na+]. Product: [F:1][C:2]([F:23])([F:22])[CH2:3][N:4]1[C:9](=[O:10])[C:8]([O:29][CH2:24][C:25]([CH3:28])([CH3:27])[CH3:26])=[C:7]([C:12]2[CH:17]=[CH:16][C:15]([S:18]([CH3:21])(=[O:20])=[O:19])=[CH:14][CH:13]=2)[CH:6]=[N:5]1. The catalyst class is: 3. (3) Reactant: [O:1]([C:8]1[CH:13]=[CH:12][C:11]([OH:14])=[CH:10][CH:9]=1)[C:2]1[CH:7]=[CH:6][CH:5]=[CH:4][CH:3]=1.[H-].[Na+].[C:17]([O:21][C:22]([N:24]1[CH2:28][CH2:27][CH2:26][C@@H:25]1[CH2:29]OS(C1C=CC(C)=CC=1)(=O)=O)=[O:23])([CH3:20])([CH3:19])[CH3:18]. Product: [C:17]([O:21][C:22]([N:24]1[CH2:28][CH2:27][CH2:26][C@@H:25]1[CH2:29][O:14][C:11]1[CH:10]=[CH:9][C:8]([O:1][C:2]2[CH:7]=[CH:6][CH:5]=[CH:4][CH:3]=2)=[CH:13][CH:12]=1)=[O:23])([CH3:20])([CH3:18])[CH3:19]. The catalyst class is: 3. (4) Reactant: [Cl:1][C:2]1[CH:3]=[C:4]([C:8]([OH:10])=O)[NH:5][C:6]=1[CH3:7].[NH2:11][C@@H:12]1[CH2:17][CH2:16][N:15]([C:18]([O:20][CH3:21])=[O:19])[CH2:14][C@@H:13]1[CH3:22].C1C=CC2N(O)N=NC=2C=1.CN1CCOCC1.CCN=C=NCCCN(C)C.Cl. Product: [Cl:1][C:2]1[CH:3]=[C:4]([C:8]([NH:11][C@@H:12]2[CH2:17][CH2:16][N:15]([C:18]([O:20][CH3:21])=[O:19])[CH2:14][C@@H:13]2[CH3:22])=[O:10])[NH:5][C:6]=1[CH3:7]. The catalyst class is: 4. (5) Reactant: [CH3:1][O:2][C:3]([CH2:5][O:6][C:7]1[CH:8]=[C:9]([C:13](=[O:46])[CH2:14][N:15]2[C:24](=[O:25])[C:23]3[N:22]([CH2:26][CH:27]=[C:28]([CH3:30])[CH3:29])[C:21]([N:31]4[CH2:36][CH2:35][CH2:34][CH:33]([NH:37]C(OC(C)(C)C)=O)[CH2:32]4)=[N:20][C:19]=3[N:18]([CH3:45])[C:16]2=[O:17])[CH:10]=[CH:11][CH:12]=1)=[O:4].FC(F)(F)C(O)=O. Product: [CH3:1][O:2][C:3]([CH2:5][O:6][C:7]1[CH:8]=[C:9]([C:13](=[O:46])[CH2:14][N:15]2[C:24](=[O:25])[C:23]3[N:22]([CH2:26][CH:27]=[C:28]([CH3:30])[CH3:29])[C:21]([N:31]4[CH2:36][CH2:35][CH2:34][CH:33]([NH2:37])[CH2:32]4)=[N:20][C:19]=3[N:18]([CH3:45])[C:16]2=[O:17])[CH:10]=[CH:11][CH:12]=1)=[O:4]. The catalyst class is: 2.